Predict the reactants needed to synthesize the given product. From a dataset of Full USPTO retrosynthesis dataset with 1.9M reactions from patents (1976-2016). Given the product [CH2:1]([N:4]1[C:13](=[O:14])[C:12]2[NH:11][C:10]([C:15]3[CH:16]=[N:17][C:18]([NH:25][NH2:26])=[CH:19][CH:20]=3)=[N:9][C:8]=2[N:7]([CH2:22][CH3:23])[C:5]1=[O:6])[CH3:2], predict the reactants needed to synthesize it. The reactants are: [CH2:1]([N:4]1[C:13](=[O:14])[C:12]2[NH:11][C:10]([C:15]3[CH:16]=[N:17][C:18](Cl)=[CH:19][CH:20]=3)=[N:9][C:8]=2[N:7]([CH2:22][CH2:23]C)[C:5]1=[O:6])[CH2:2]C.[NH2:25][NH2:26].